This data is from Peptide-MHC class I binding affinity with 185,985 pairs from IEDB/IMGT. The task is: Regression. Given a peptide amino acid sequence and an MHC pseudo amino acid sequence, predict their binding affinity value. This is MHC class I binding data. (1) The peptide sequence is KIGDKFQTV. The MHC is HLA-A02:03 with pseudo-sequence HLA-A02:03. The binding affinity (normalized) is 0.817. (2) The peptide sequence is KLWIWIGSQ. The MHC is HLA-B51:01 with pseudo-sequence HLA-B51:01. The binding affinity (normalized) is 0.0847. (3) The binding affinity (normalized) is 0.200. The MHC is HLA-A02:01 with pseudo-sequence HLA-A02:01. The peptide sequence is CIFYDRDDV.